From a dataset of Reaction yield outcomes from USPTO patents with 853,638 reactions. Predict the reaction yield, written as a fraction of the theoretical maximum amount of product (1.0 means a 100% yield; for example, 0.34 means a 34% yield). (1) The reactants are Cl.C([O:9][C:10]1[CH:19]=[C:18]2[C:13]([C:14]([Cl:20])=[CH:15][N:16]=[N:17]2)=[CH:12][C:11]=1[O:21][CH3:22])C1C=CC=CC=1. The yield is 0.940. The product is [Cl:20][C:14]1[C:13]2[C:18](=[CH:19][C:10]([OH:9])=[C:11]([O:21][CH3:22])[CH:12]=2)[N:17]=[N:16][CH:15]=1. The catalyst is C(O)(C(F)(F)F)=O. (2) The reactants are [C:1]([O:4][CH2:5][CH:6]([C:12]1[CH:17]=[CH:16][C:15]([NH2:18])=[CH:14][CH:13]=1)[CH2:7][O:8][C:9](=[O:11])[CH3:10])(=[O:3])[CH3:2].C1C(=O)N([Br:26])C(=O)C1. The catalyst is C(Cl)Cl. The product is [C:9]([O:8][CH2:7][CH:6]([C:12]1[CH:17]=[CH:16][C:15]([NH2:18])=[C:14]([Br:26])[CH:13]=1)[CH2:5][O:4][C:1](=[O:3])[CH3:2])(=[O:11])[CH3:10]. The yield is 0.890. (3) The yield is 0.520. The catalyst is N1C=CC=CC=1. The product is [F:22][C:13]1[CH:14]=[CH:15][CH:16]=[C:17]([C:18]([F:20])([F:21])[F:19])[C:12]=1[C:9]1[CH:10]=[CH:11][C:5]2[C:4]([OH:23])=[N:3][C:2]([NH:1][C:26](=[O:27])[C:25]([CH3:36])([CH3:35])[CH3:24])=[N:7][C:6]=2[N:8]=1. The reactants are [NH2:1][C:2]1[N:3]=[C:4]([OH:23])[C:5]2[CH:11]=[CH:10][C:9]([C:12]3[C:17]([C:18]([F:21])([F:20])[F:19])=[CH:16][CH:15]=[CH:14][C:13]=3[F:22])=[N:8][C:6]=2[N:7]=1.[CH3:24][C:25]([CH3:36])([CH3:35])[C:26](O[C:26](=[O:27])[C:25]([CH3:36])([CH3:35])[CH3:24])=[O:27].